Task: Regression. Given two drug SMILES strings and cell line genomic features, predict the synergy score measuring deviation from expected non-interaction effect.. Dataset: NCI-60 drug combinations with 297,098 pairs across 59 cell lines (1) Drug 1: CC(C)CN1C=NC2=C1C3=CC=CC=C3N=C2N. Drug 2: CC12CCC3C(C1CCC2OP(=O)(O)O)CCC4=C3C=CC(=C4)OC(=O)N(CCCl)CCCl.[Na+]. Cell line: KM12. Synergy scores: CSS=-13.5, Synergy_ZIP=10.2, Synergy_Bliss=4.08, Synergy_Loewe=-23.3, Synergy_HSA=-22.7. (2) Drug 1: CC1=C2C(C(=O)C3(C(CC4C(C3C(C(C2(C)C)(CC1OC(=O)C(C(C5=CC=CC=C5)NC(=O)OC(C)(C)C)O)O)OC(=O)C6=CC=CC=C6)(CO4)OC(=O)C)O)C)O. Drug 2: CC1=C(N=C(N=C1N)C(CC(=O)N)NCC(C(=O)N)N)C(=O)NC(C(C2=CN=CN2)OC3C(C(C(C(O3)CO)O)O)OC4C(C(C(C(O4)CO)O)OC(=O)N)O)C(=O)NC(C)C(C(C)C(=O)NC(C(C)O)C(=O)NCCC5=NC(=CS5)C6=NC(=CS6)C(=O)NCCC[S+](C)C)O. Cell line: SK-MEL-5. Synergy scores: CSS=18.8, Synergy_ZIP=0.196, Synergy_Bliss=14.2, Synergy_Loewe=11.2, Synergy_HSA=13.8. (3) Drug 1: C1=CC(=C2C(=C1NCCNCCO)C(=O)C3=C(C=CC(=C3C2=O)O)O)NCCNCCO. Drug 2: CC(C1=C(C=CC(=C1Cl)F)Cl)OC2=C(N=CC(=C2)C3=CN(N=C3)C4CCNCC4)N. Cell line: MALME-3M. Synergy scores: CSS=36.1, Synergy_ZIP=10.3, Synergy_Bliss=11.7, Synergy_Loewe=-2.20, Synergy_HSA=11.8.